From a dataset of Forward reaction prediction with 1.9M reactions from USPTO patents (1976-2016). Predict the product of the given reaction. (1) Given the reactants [CH2:1]([O:3][C:4]1[CH:5]=[C:6]([C:12]([C:14]2[CH:19]=[CH:18][C:17]([O:20][CH3:21])=[C:16]([N+:22]([O-])=O)[CH:15]=2)=[CH2:13])[CH:7]=[CH:8][C:9]=1[O:10][CH3:11])[CH3:2].O.O.[Sn](Cl)Cl.[OH-].[Na+], predict the reaction product. The product is: [CH2:1]([O:3][C:4]1[CH:5]=[C:6]([C:12]([C:14]2[CH:19]=[CH:18][C:17]([O:20][CH3:21])=[C:16]([NH2:22])[CH:15]=2)=[CH2:13])[CH:7]=[CH:8][C:9]=1[O:10][CH3:11])[CH3:2]. (2) Given the reactants Br[C:2]1[CH:3]=[C:4]2[C@@:15]3([CH2:20][CH2:19][S:18][C:17]([NH2:21])=[N:16]3)[C:14]3[CH:13]=[C:12]([Cl:22])[N:11]=[C:10]([F:23])[C:9]=3[O:8][C:5]2=[CH:6][CH:7]=1.O[C@H]([C@@H]1C([O-])=C(O)C(=O)O1)CO.[Na+].[N-:37]=[N+:38]=[N-:39].[Na+].N#N.CN[C@@H]1CCCC[C@H]1NC.ClC1N=C(F)C2OC3C([C@@]4(CCSC(N)=N4)C=2C=1)=CC(N)=CC=3, predict the reaction product. The product is: [N:37]([C:2]1[CH:3]=[C:4]2[C@@:15]3([CH2:20][CH2:19][S:18][C:17]([NH2:21])=[N:16]3)[C:14]3[CH:13]=[C:12]([Cl:22])[N:11]=[C:10]([F:23])[C:9]=3[O:8][C:5]2=[CH:6][CH:7]=1)=[N+:38]=[N-:39]. (3) Given the reactants [NH3:1].Cl[S:3]([C:6]1[CH:14]=[CH:13][CH:12]=[C:11]2[C:7]=1[CH2:8][CH:9]([C:15]([O:17][CH3:18])=[O:16])[CH2:10]2)(=[O:5])=[O:4], predict the reaction product. The product is: [S:3]([C:6]1[CH:14]=[CH:13][CH:12]=[C:11]2[C:7]=1[CH2:8][CH:9]([C:15]([O:17][CH3:18])=[O:16])[CH2:10]2)(=[O:5])(=[O:4])[NH2:1].